This data is from Forward reaction prediction with 1.9M reactions from USPTO patents (1976-2016). The task is: Predict the product of the given reaction. The product is: [CH3:2][O:3][C:4](=[O:10])[CH2:5][CH2:6][CH2:7][N:8]([CH2:20][CH2:19][CH2:18][CH2:17][O:16][Si:15]([C:11]([CH3:12])([CH3:14])[CH3:13])([CH3:22])[CH3:23])[CH3:9]. Given the reactants Cl.[CH3:2][O:3][C:4](=[O:10])[CH2:5][CH2:6][CH2:7][NH:8][CH3:9].[C:11]([Si:15]([CH3:23])([CH3:22])[O:16][CH2:17][CH2:18][CH2:19][CH:20]=O)([CH3:14])([CH3:13])[CH3:12].[BH-](OC(C)=O)(OC(C)=O)OC(C)=O.[Na+].CC(O)=O, predict the reaction product.